From a dataset of Experimental lipophilicity measurements (octanol/water distribution) for 4,200 compounds from AstraZeneca. Regression/Classification. Given a drug SMILES string, predict its absorption, distribution, metabolism, or excretion properties. Task type varies by dataset: regression for continuous measurements (e.g., permeability, clearance, half-life) or binary classification for categorical outcomes (e.g., BBB penetration, CYP inhibition). For this dataset (lipophilicity_astrazeneca), we predict Y. (1) The drug is COc1ccc(N2CCN(C(=O)[C@@H]3CCCC[C@H]3C(=O)NC3(C#N)CC3)[C@H](C)C2)cc1OC. The Y is 1.85 logD. (2) The drug is COc1ccc(C(=O)C2CCN(C(=O)c3ccc(F)cc3)CC2)cc1. The Y is 2.92 logD. (3) The molecule is O=C(O)COc1ccc(Cl)cc1CN1CCN(S(=O)(=O)c2ccccc2)CC1. The Y is 0.490 logD. (4) The molecule is COc1ccc(-c2cc(NC(=O)Cc3ccc4ccccc4c3)[nH]n2)cc1OC. The Y is 3.10 logD. (5) The compound is CNc1nc(C)c(-c2nc(Nc3cccc(N4CCCNCC4)c3)ncc2C#N)s1. The Y is 1.64 logD. (6) The drug is CCN(C(=O)Cc1ccc(C#N)cc1)C1CCN(CCC(c2ccccc2)c2ccccc2)CC1. The Y is 3.90 logD. (7) The molecule is CCN(C(=O)Cc1ccc(S(C)(=O)=O)cc1)C1CCN(CC[C@H](c2ccc(S(C)(=O)=O)cc2)c2cc(F)c(F)c(F)c2)CC1. The Y is 2.55 logD.